This data is from Peptide-MHC class I binding affinity with 185,985 pairs from IEDB/IMGT. The task is: Regression. Given a peptide amino acid sequence and an MHC pseudo amino acid sequence, predict their binding affinity value. This is MHC class I binding data. (1) The peptide sequence is ELVKVREKQL. The MHC is HLA-A02:02 with pseudo-sequence HLA-A02:02. The binding affinity (normalized) is 0.557. (2) The peptide sequence is RQNAAIEAL. The MHC is HLA-A69:01 with pseudo-sequence HLA-A69:01. The binding affinity (normalized) is 0.0847. (3) The peptide sequence is YSLLNRKAI. The MHC is HLA-B07:02 with pseudo-sequence HLA-B07:02. The binding affinity (normalized) is 0.0847. (4) The peptide sequence is CNLTSTWVMY. The MHC is HLA-A30:02 with pseudo-sequence HLA-A30:02. The binding affinity (normalized) is 0.253. (5) The peptide sequence is LPRERFRKT. The MHC is HLA-B46:01 with pseudo-sequence HLA-B46:01. The binding affinity (normalized) is 0.0847.